Dataset: Catalyst prediction with 721,799 reactions and 888 catalyst types from USPTO. Task: Predict which catalyst facilitates the given reaction. (1) The catalyst class is: 5. Reactant: [CH3:1][C:2]1[N:3]([C:8]2[CH:12]=[C:11]([CH:13]=O)[N:10]([CH3:15])[N:9]=2)[C:4]([CH3:7])=[CH:5][CH:6]=1.C(=O)([O-])[O-].[K+].[K+].Cl.[NH2:23][OH:24].C(=O)([O-])O.[Na+]. Product: [CH3:1][C:2]1[N:3]([C:8]2[CH:12]=[C:11]([CH:13]=[N:23][OH:24])[N:10]([CH3:15])[N:9]=2)[C:4]([CH3:7])=[CH:5][CH:6]=1. (2) Reactant: CC1(C)CCCC(C)(C)N1.C([Li])CCC.[CH3:16][C:17]1[N:25]=[CH:24][CH:23]=[CH:22][C:18]=1[C:19]([OH:21])=[O:20].[Cl:26][C:27]1[CH:32]=[CH:31][C:30]([C:33]2([C:36]([N:38]3[CH2:42][CH2:41][C:40](=[O:43])[CH2:39]3)=[O:37])[CH2:35][CH2:34]2)=[CH:29][CH:28]=1.C(O)(=O)C.C([O-])(O)=O.[Na+]. Product: [Cl:26][C:27]1[CH:28]=[CH:29][C:30]([C:33]2([C:36]([N:38]3[CH2:42][CH2:41][C:40]([CH2:16][C:17]4[N:25]=[CH:24][CH:23]=[CH:22][C:18]=4[C:19]([OH:21])=[O:20])([OH:43])[CH2:39]3)=[O:37])[CH2:35][CH2:34]2)=[CH:31][CH:32]=1. The catalyst class is: 323. (3) Reactant: [CH3:1][O:2][N:3]=[C:4]([C:13]1[CH:14]=[N:15][C:16]([NH2:19])=[CH:17][CH:18]=1)[C:5]1[CH:10]=[CH:9][C:8]([O:11][CH3:12])=[CH:7][CH:6]=1.FC(F)(F)C(O)=O. Product: [CH3:1][O:2]/[N:3]=[C:4](\[C:13]1[CH:14]=[N:15][C:16]([NH2:19])=[CH:17][CH:18]=1)/[C:5]1[CH:6]=[CH:7][C:8]([O:11][CH3:12])=[CH:9][CH:10]=1. The catalyst class is: 2. (4) Reactant: [Br:1][C:2]1[CH:11]=[C:10]2[C:5]([C:6](=[O:12])[NH:7][CH:8]=[N:9]2)=[CH:4][CH:3]=1.[CH3:13]I. Product: [Br:1][C:2]1[CH:11]=[C:10]2[C:5]([C:6](=[O:12])[N:7]([CH3:13])[CH:8]=[N:9]2)=[CH:4][CH:3]=1. The catalyst class is: 3. (5) Reactant: [NH2:1][C:2]1[CH:7]=[CH:6][C:5]([OH:8])=[CH:4][CH:3]=1.N1C=CN=C1.[CH:14]([Si:17]([CH:22]([CH3:24])[CH3:23])([CH:19]([CH3:21])[CH3:20])Cl)([CH3:16])[CH3:15]. Product: [CH3:15][CH:14]([Si:17]([CH:22]([CH3:24])[CH3:23])([CH:19]([CH3:21])[CH3:20])[O:8][C:5]1[CH:6]=[CH:7][C:2]([NH2:1])=[CH:3][CH:4]=1)[CH3:16]. The catalyst class is: 4. (6) Reactant: [Cl:1][CH2:2][C:3]1[C:4]2[C:9]([CH:10]=[C:11]3[C:16]=1[CH:15]=[CH:14][CH:13]=[CH:12]3)=[CH:8][CH:7]=[CH:6][CH:5]=2.[CH2:17]([N:24]([CH3:26])[CH3:25])[C:18]1[CH:23]=[CH:22][CH:21]=[CH:20][CH:19]=1.CC(C)CC(=O)C. Product: [Cl-:1].[CH:5]1[C:4]2[C:9](=[CH:10][C:11]3[C:16]([C:3]=2[CH2:2][N+:24]([CH2:17][C:18]2[CH:23]=[CH:22][CH:21]=[CH:20][CH:19]=2)([CH3:26])[CH3:25])=[CH:15][CH:14]=[CH:13][CH:12]=3)[CH:8]=[CH:7][CH:6]=1. The catalyst class is: 60. (7) Reactant: [C:1]([C:5]1[CH:10]=[CH:9][C:8]([NH:11][C:12](=[O:14])[CH3:13])=[CH:7][CH:6]=1)(=[O:4])[CH2:2][CH3:3].[N+:15]([O-])([OH:17])=[O:16].O. Product: [N+:15]([C:7]1[CH:6]=[C:5]([C:1](=[O:4])[CH2:2][CH3:3])[CH:10]=[CH:9][C:8]=1[NH:11][C:12](=[O:14])[CH3:13])([O-:17])=[O:16]. The catalyst class is: 82. (8) Product: [Br:1][C:2]1[CH:3]=[CH:4][CH:5]=[C:6]([CH2:8][N:10]2[CH2:15][CH2:14][CH2:13][CH2:12][CH2:11]2)[N:7]=1. Reactant: [Br:1][C:2]1[N:7]=[C:6]([CH:8]=O)[CH:5]=[CH:4][CH:3]=1.[NH:10]1[CH2:15][CH2:14][CH2:13][CH2:12][CH2:11]1.C(O)(=O)C.C(O[BH-](OC(=O)C)OC(=O)C)(=O)C.[Na+].C(=O)([O-])O.[Na+]. The catalyst class is: 4. (9) Reactant: [Br:1][CH2:2][CH2:3][OH:4].CCN(CC)CC.[C:12](Cl)([C:25]1[CH:30]=[CH:29][CH:28]=[CH:27][CH:26]=1)([C:19]1[CH:24]=[CH:23][CH:22]=[CH:21][CH:20]=1)[C:13]1[CH:18]=[CH:17][CH:16]=[CH:15][CH:14]=1. Product: [Br:1][CH2:2][CH2:3][O:4][C:12]([C:13]1[CH:18]=[CH:17][CH:16]=[CH:15][CH:14]=1)([C:25]1[CH:26]=[CH:27][CH:28]=[CH:29][CH:30]=1)[C:19]1[CH:20]=[CH:21][CH:22]=[CH:23][CH:24]=1. The catalyst class is: 2. (10) Reactant: S(OS(C(F)(F)F)(=O)=O)(C(F)(F)F)(=O)=O.C1(P(=O)(C2C=CC=CC=2)C2C=CC=CC=2)C=CC=CC=1.[NH2:36][C:37]1[CH:42]=[CH:41][CH:40]=[CH:39][C:38]=1[NH:43][C:44]([C:46]1[N:47]=[CH:48][N:49]2[C:54](=[O:55])[N:53]([CH2:56][O:57][CH3:58])[N:52]=[N:51][C:50]=12)=O. Product: [NH:43]1[C:38]2[CH:39]=[CH:40][CH:41]=[CH:42][C:37]=2[N:36]=[C:44]1[C:46]1[N:47]=[CH:48][N:49]2[C:54](=[O:55])[N:53]([CH2:56][O:57][CH3:58])[N:52]=[N:51][C:50]=12. The catalyst class is: 2.